From a dataset of Full USPTO retrosynthesis dataset with 1.9M reactions from patents (1976-2016). Predict the reactants needed to synthesize the given product. (1) Given the product [ClH:1].[ClH:1].[CH:2]1([N:6]2[CH2:7][CH2:8][CH:9]([O:12][C:13]3[CH:18]=[CH:17][C:16]([NH:19][C:20](=[O:28])[CH2:21][N:22]4[CH2:23][CH2:24][O:25][CH2:26][CH2:27]4)=[C:15]([F:29])[CH:14]=3)[CH2:10][CH2:11]2)[CH2:3][CH2:4][CH2:5]1, predict the reactants needed to synthesize it. The reactants are: [ClH:1].[CH:2]1([N:6]2[CH2:11][CH2:10][CH:9]([O:12][C:13]3[CH:18]=[CH:17][C:16]([NH:19][C:20](=[O:28])[CH2:21][N:22]4[CH2:27][CH2:26][O:25][CH2:24][CH2:23]4)=[C:15]([F:29])[CH:14]=3)[CH2:8][CH2:7]2)[CH2:5][CH2:4][CH2:3]1. (2) Given the product [Cl:26][C:7]1[C:8]([C:13]2[CH:18]=[CH:17][CH:16]=[CH:15][CH:14]=2)=[N:9][C:10]2[CH:11]=[CH:12][C:3]([O:2][CH3:1])=[C:4]([C:20]([O:22][CH3:23])=[O:21])[C:5]=2[N:6]=1, predict the reactants needed to synthesize it. The reactants are: [CH3:1][O:2][C:3]1[CH:12]=[CH:11][C:10]2[N:9]=[C:8]([C:13]3[CH:18]=[CH:17][CH:16]=[CH:15][CH:14]=3)[C:7](=O)[NH:6][C:5]=2[C:4]=1[C:20]([O:22][CH3:23])=[O:21].P(Cl)(Cl)([Cl:26])=O. (3) Given the product [NH2:1][C:2]([C:4]1[CH:5]=[N:6][C:7]2[C:12]([C:13]=1[NH:14][C:15]1[CH:16]=[C:17]([CH:23]=[CH:24][CH:25]=1)[C:18]([O:20][CH2:21][CH3:22])=[O:19])=[CH:11][CH:10]=[C:9]([C:32]1[CH:31]=[N:30][C:29]([C:27]#[N:28])=[CH:34][CH:33]=1)[CH:8]=2)=[O:3], predict the reactants needed to synthesize it. The reactants are: [NH2:1][C:2]([C:4]1[CH:5]=[N:6][C:7]2[C:12]([C:13]=1[NH:14][C:15]1[CH:16]=[C:17]([CH:23]=[CH:24][CH:25]=1)[C:18]([O:20][CH2:21][CH3:22])=[O:19])=[CH:11][CH:10]=[C:9](Br)[CH:8]=2)=[O:3].[C:27]([C:29]1[CH:34]=[CH:33][C:32](B2OC(C)(C)C(C)(C)O2)=[CH:31][N:30]=1)#[N:28].C(=O)([O-])[O-].[K+].[K+]. (4) Given the product [OH:32][CH:16]1[CH:15]([NH:14][C:13]([C@@H:8]([NH:7][C:6]([C:51]2[O:52][C:48]3[CH:47]=[CH:46][C:45]([O:44][CH3:43])=[CH:56][C:49]=3[CH:50]=2)=[O:5])[CH2:9][CH:10]([CH3:11])[CH3:12])=[O:33])[CH2:21][CH:20]([CH3:22])[CH2:19][N:18]([S:23]([C:26]2[CH:31]=[CH:30][CH:29]=[CH:28][N:27]=2)(=[O:25])=[O:24])[CH2:17]1, predict the reactants needed to synthesize it. The reactants are: C([O:5][C:6](=O)[NH:7][C@H:8]([C:13](=[O:33])[NH:14][CH:15]1[CH2:21][CH:20]([CH3:22])[CH2:19][N:18]([S:23]([C:26]2[CH:31]=[CH:30][CH:29]=[CH:28][N:27]=2)(=[O:25])=[O:24])[CH2:17][CH:16]1[OH:32])[CH2:9][CH:10]([CH3:12])[CH3:11])(C)(C)C.Cl.O1CCOCC1.Cl.[CH3:43][O:44][C:45]1[CH:46]=[CH:47][C:48]2[O:52][C:51](C(O)=O)=[CH:50][C:49]=2[CH:56]=1.CN(C(ON1N=NC2C=CC=CC1=2)=[N+](C)C)C.F[P-](F)(F)(F)(F)F.CN1CCOCC1. (5) Given the product [CH2:3]([O:10][C:11]1[CH:12]=[CH:13][C:14]([C:15]([OH:17])=[O:16])=[CH:20][CH:21]=1)[C:4]1[CH:5]=[CH:6][CH:7]=[CH:8][CH:9]=1, predict the reactants needed to synthesize it. The reactants are: [OH-].[K+].[CH2:3]([O:10][C:11]1[CH:21]=[CH:20][C:14]([C:15]([O:17]CC)=[O:16])=[CH:13][CH:12]=1)[C:4]1[CH:9]=[CH:8][CH:7]=[CH:6][CH:5]=1. (6) The reactants are: [NH2:1][N:2]1[C:10]2[C:6]([N:7]3[N:13]([CH3:14])[C:12](=[O:15])[N:11](CC4C=CC(OC)=C(OC)C=4)[CH:8]3[N:9]=2)=[C:5]([C:27]2[O:28][CH:29]=[CH:30][CH:31]=2)[N:4]=[CH:3]1.[Cl-].[Al+3].[Cl-].[Cl-]. Given the product [NH2:1][N:2]1[C:10]2[C:6]([N:7]3[N:13]([CH3:14])[C:12](=[O:15])[NH:11][CH:8]3[N:9]=2)=[C:5]([C:27]2[O:28][CH:29]=[CH:30][CH:31]=2)[N:4]=[CH:3]1, predict the reactants needed to synthesize it.